From a dataset of Peptide-MHC class II binding affinity with 134,281 pairs from IEDB. Regression. Given a peptide amino acid sequence and an MHC pseudo amino acid sequence, predict their binding affinity value. This is MHC class II binding data. (1) The peptide sequence is VLIWVGINTRNMTMSK. The MHC is DRB3_0301 with pseudo-sequence DRB3_0301. The binding affinity (normalized) is 0.607. (2) The peptide sequence is AVPLRLLGGLHRMVL. The MHC is DRB1_0301 with pseudo-sequence DRB1_0301. The binding affinity (normalized) is 0.343. (3) The peptide sequence is EFSNFKVAFSRSLND. The MHC is DRB1_0901 with pseudo-sequence DRB1_0901. The binding affinity (normalized) is 0.851. (4) The peptide sequence is VSMMIAMEVVLRKRQ. The MHC is DRB3_0202 with pseudo-sequence DRB3_0202. The binding affinity (normalized) is 0.333. (5) The peptide sequence is LRNPGYALVAAVIGWML. The MHC is DRB1_1101 with pseudo-sequence DRB1_1101. The binding affinity (normalized) is 0.198.